This data is from Full USPTO retrosynthesis dataset with 1.9M reactions from patents (1976-2016). The task is: Predict the reactants needed to synthesize the given product. The reactants are: [Br:1][C:2]1[CH:10]=[C:9]2[C:5]([CH:6]([CH3:22])[N:7]([C@@H:12]([C:14]3[CH:19]=[CH:18][C:17]([O:20][CH3:21])=[CH:16][CH:15]=3)[CH3:13])[C:8]2=[O:11])=[CH:4][CH:3]=1.Cl[C:24]1[C:29]([F:30])=[CH:28][N:27]=[CH:26][N:25]=1.C[Si](C)(C)[N-][Si](C)(C)C.[K+].Cl. Given the product [Br:1][C:2]1[CH:10]=[C:9]2[C:5]([C:6]([C:24]3[C:29]([F:30])=[CH:28][N:27]=[CH:26][N:25]=3)([CH3:22])[N:7]([C@@H:12]([C:14]3[CH:15]=[CH:16][C:17]([O:20][CH3:21])=[CH:18][CH:19]=3)[CH3:13])[C:8]2=[O:11])=[CH:4][CH:3]=1, predict the reactants needed to synthesize it.